This data is from Full USPTO retrosynthesis dataset with 1.9M reactions from patents (1976-2016). The task is: Predict the reactants needed to synthesize the given product. (1) The reactants are: [F:1][C:2]([F:29])([F:28])[O:3][C:4]1[CH:9]=[CH:8][C:7]([N:10]2[CH:14]=[N:13][C:12]([C:15]3[CH:27]=[CH:26][C:18](/[CH:19]=[N:20]/[NH:21][C:22](SC)=[S:23])=[CH:17][CH:16]=3)=[N:11]2)=[CH:6][CH:5]=1.[CH3:30][N:31]([CH3:39])[C:32]1[CH:37]=[CH:36][CH:35]=[C:34]([NH2:38])[CH:33]=1. Given the product [CH3:30][N:31]([CH3:39])[C:32]1[CH:33]=[C:34]([NH:38][C:22]([NH:21][N:20]=[CH:19][C:18]2[CH:17]=[CH:16][C:15]([C:12]3[N:13]=[CH:14][N:10]([C:7]4[CH:6]=[CH:5][C:4]([O:3][C:2]([F:28])([F:1])[F:29])=[CH:9][CH:8]=4)[N:11]=3)=[CH:27][CH:26]=2)=[S:23])[CH:35]=[CH:36][CH:37]=1, predict the reactants needed to synthesize it. (2) Given the product [F:16][C:13]1([F:17])[O:12][C:11]2[CH:10]=[CH:9][CH:8]=[C:7]([C@:22]34[CH2:23][O:24][CH2:25][CH2:26][C@H:21]3[CH2:20][O:19][NH:18]4)[C:15]=2[O:14]1, predict the reactants needed to synthesize it. The reactants are: C1COCC1.Br[C:7]1[C:15]2[O:14][C:13]([F:17])([F:16])[O:12][C:11]=2[CH:10]=[CH:9][CH:8]=1.[N:18]1[O:19][CH2:20][CH:21]2[CH2:26][CH2:25][O:24][CH2:23][C:22]=12.[Cl-].[NH4+]. (3) Given the product [Cl:1][C:2]1[CH:3]=[CH:4][C:5]([N:8]2[CH:9]([OH:18])[C:10]3[C:15](=[N:14][CH:13]=[CH:12][N:11]=3)[C:16]2=[O:17])=[N:6][CH:7]=1, predict the reactants needed to synthesize it. The reactants are: [Cl:1][C:2]1[CH:3]=[CH:4][C:5]([N:8]2[C:16](=[O:17])[C:15]3[C:10](=[N:11][CH:12]=[CH:13][N:14]=3)[C:9]2=[O:18])=[N:6][CH:7]=1.[BH4-].[Na+].[OH-].[Na+]. (4) Given the product [CH:1]([N:4]1[C:8]2=[N:9][C:10]([CH3:24])=[C:11]([C:13]3[C:14]([OH:22])=[N:15][C:16]([CH:19]([CH3:20])[CH3:21])=[CH:17][CH:18]=3)[N:12]=[C:7]2[C:6]([CH3:25])=[CH:5]1)([CH3:3])[CH3:2], predict the reactants needed to synthesize it. The reactants are: [CH:1]([N:4]1[C:8]2=[N:9][C:10]([CH3:24])=[C:11]([C:13]3[C:14]([O:22]C)=[N:15][C:16]([CH:19]([CH3:21])[CH3:20])=[CH:17][CH:18]=3)[N:12]=[C:7]2[C:6]([CH3:25])=[CH:5]1)([CH3:3])[CH3:2]. (5) Given the product [F:1][C:2]1[CH:3]=[C:4]([CH:33]=[CH:34][CH:35]=1)[CH2:5][O:6][C:7]1[CH:12]=[CH:11][C:10]([NH:13][C:14]2[C:23]3[C:18](=[CH:19][CH:20]=[C:21]([C:24]4[O:25][C:26]([CH2:29][CH2:30][NH:31][C:41](=[O:42])[CH2:40][S:37]([CH3:36])(=[O:39])=[O:38])=[CH:27][CH:28]=4)[CH:22]=3)[N:17]=[CH:16][N:15]=2)=[CH:9][C:8]=1[Cl:32], predict the reactants needed to synthesize it. The reactants are: [F:1][C:2]1[CH:3]=[C:4]([CH:33]=[CH:34][CH:35]=1)[CH2:5][O:6][C:7]1[CH:12]=[CH:11][C:10]([NH:13][C:14]2[C:23]3[C:18](=[CH:19][CH:20]=[C:21]([C:24]4[O:25][C:26]([CH2:29][CH2:30][NH2:31])=[CH:27][CH:28]=4)[CH:22]=3)[N:17]=[CH:16][N:15]=2)=[CH:9][C:8]=1[Cl:32].[CH3:36][S:37]([CH2:40][C:41](O)=[O:42])(=[O:39])=[O:38].Cl.CN(C)CCCN=C=NCC.C(N(CC)C(C)C)(C)C. (6) Given the product [CH2:30]([C:8]1[CH:9]=[C:10]([O:13][CH2:14][CH2:15][C@@H:16]([O:18][C:19]2[CH:24]=[CH:23][C:22]([C:25]([F:26])([F:28])[F:27])=[CH:21][C:20]=2[O:39][C:38]2[CH:37]=[CH:36][CH:35]=[CH:34][C:33]=2[CH3:40])[CH3:17])[CH:11]=[CH:12][C:7]=1[CH2:6][CH2:5][C:4]([OH:32])=[O:3])[CH3:31], predict the reactants needed to synthesize it. The reactants are: C([O:3][C:4](=[O:32])[CH2:5][CH2:6][C:7]1[CH:12]=[CH:11][C:10]([O:13][CH2:14][CH2:15][CH:16]([O:18][C:19]2[CH:24]=[CH:23][C:22]([C:25]([F:28])([F:27])[F:26])=[CH:21][C:20]=2Br)[CH3:17])=[CH:9][C:8]=1[CH2:30][CH3:31])C.[C:33]1([CH3:40])[C:38]([OH:39])=[CH:37][CH:36]=[CH:35][CH:34]=1. (7) Given the product [CH3:43][C@H:34]1[N:33]([CH2:44][C:45]([F:48])([F:46])[F:47])[C:32](=[O:49])[C@@H:31]([NH:30][C:26]([C:24]2[CH:25]=[C:20]3[CH2:19][C:3]4([C:4]5[C:5](=[N:6][CH:7]=[CH:8][CH:9]=5)[N:10]([CH2:11][O:12][CH2:13][CH2:14][Si:15]([CH3:17])([CH3:18])[CH3:16])[C:2]4=[O:1])[O:29][C:21]3=[N:22][CH:23]=2)=[O:28])[CH2:36][C@H:35]1[C:37]1[CH:42]=[CH:41][CH:40]=[CH:39][CH:38]=1, predict the reactants needed to synthesize it. The reactants are: [O:1]=[C:2]1[N:10]([CH2:11][O:12][CH2:13][CH2:14][Si:15]([CH3:18])([CH3:17])[CH3:16])[C:5]2=[N:6][CH:7]=[CH:8][CH:9]=[C:4]2[C:3]21[O:29][C:21]1=[N:22][CH:23]=[C:24]([C:26]([OH:28])=O)[CH:25]=[C:20]1[CH2:19]2.[NH2:30][C@H:31]1[CH2:36][C@@H:35]([C:37]2[CH:42]=[CH:41][CH:40]=[CH:39][CH:38]=2)[C@@H:34]([CH3:43])[N:33]([CH2:44][C:45]([F:48])([F:47])[F:46])[C:32]1=[O:49].Cl.N[C@H]1C[C@@H](C2C=CC=CC=2)[C@@H](C)N(CC(F)(F)F)C1=O.C(N(CC)C(C)C)(C)C.Cl.C(N=C=NCCCN(C)C)C.C1C=CC2N(O)N=NC=2C=1. (8) Given the product [NH:1]([C@@H:2]1[CH2:7][CH2:6][CH2:5][CH2:4][C@H:3]1[OH:8])[C:13]([NH2:25])=[O:19], predict the reactants needed to synthesize it. The reactants are: [NH2:1][C@@H:2]1[CH2:7][CH2:6][CH2:5][CH2:4][C@H:3]1[OH:8].ClC(Cl)(O[C:13](=[O:19])OC(Cl)(Cl)Cl)Cl.C(Cl)Cl.[OH-].[NH4+:25].